This data is from Full USPTO retrosynthesis dataset with 1.9M reactions from patents (1976-2016). The task is: Predict the reactants needed to synthesize the given product. (1) The reactants are: Br[C:2]1[CH:7]=[CH:6][C:5](/[CH:8]=[CH:9]/[C:10]2[NH:11][CH:12]=[C:13]([C:15]3[CH:20]=[CH:19][C:18]([Cl:21])=[CH:17][C:16]=3[Cl:22])[N:14]=2)=[CH:4][CH:3]=1.[CH3:23][O:24][C:25]1[CH:30]=[C:29]([O:31][CH3:32])[CH:28]=[CH:27][C:26]=1B(O)O. Given the product [Cl:22][C:16]1[CH:17]=[C:18]([Cl:21])[CH:19]=[CH:20][C:15]=1[C:13]1[N:14]=[C:10](/[CH:9]=[CH:8]/[C:5]2[CH:6]=[CH:7][C:2]([C:28]3[CH:27]=[CH:26][C:25]([O:24][CH3:23])=[CH:30][C:29]=3[O:31][CH3:32])=[CH:3][CH:4]=2)[NH:11][CH:12]=1, predict the reactants needed to synthesize it. (2) Given the product [CH3:26][N:27]1[CH:31]=[C:30]([NH:32][C:21]([C:18]2[CH:17]=[CH:16][C:15]([O:14][CH2:13][C:12]3[C:8]([C:5]4[CH:4]=[CH:3][C:2]([F:1])=[CH:7][CH:6]=4)=[N:9][O:10][C:11]=3[CH2:24][OH:25])=[CH:20][N:19]=2)=[O:22])[CH:29]=[N:28]1, predict the reactants needed to synthesize it. The reactants are: [F:1][C:2]1[CH:7]=[CH:6][C:5]([C:8]2[C:12]([CH2:13][O:14][C:15]3[CH:16]=[CH:17][C:18]([C:21](O)=[O:22])=[N:19][CH:20]=3)=[C:11]([CH2:24][OH:25])[O:10][N:9]=2)=[CH:4][CH:3]=1.[CH3:26][N:27]1[CH:31]=[C:30]([NH2:32])[CH:29]=[N:28]1. (3) The reactants are: Cl.[CH2:2]1[C:7]2=[C:8]([C:15]([N:17]3[CH2:22][CH2:21][C:20]4([C:26]5[CH:27]=[CH:28][CH:29]=[CH:30][C:25]=5[CH2:24][O:23]4)[CH2:19][CH2:18]3)=[O:16])[C:9]3[CH:10]=[CH:11][CH:12]=[CH:13][C:14]=3[N:6]2[CH2:5][CH2:4][NH:3]1.[CH2:31](N(CC)CC)C.C=O.C([BH3-])#N.[Na+]. Given the product [CH3:31][N:3]1[CH2:4][CH2:5][N:6]2[C:14]3[CH:13]=[CH:12][CH:11]=[CH:10][C:9]=3[C:8]([C:15]([N:17]3[CH2:22][CH2:21][C:20]4([C:26]5[CH:27]=[CH:28][CH:29]=[CH:30][C:25]=5[CH2:24][O:23]4)[CH2:19][CH2:18]3)=[O:16])=[C:7]2[CH2:2]1, predict the reactants needed to synthesize it. (4) Given the product [O:11]1[C:10]2[CH:9]=[CH:8][CH:7]=[C:4]([CH:5]3[C:16]4[NH:17][C:18]5[C:23]([C:15]=4[CH2:14][CH2:13][O:6]3)=[CH:22][CH:21]=[CH:20][CH:19]=5)[C:3]=2[O:2][CH2:1]1, predict the reactants needed to synthesize it. The reactants are: [CH2:1]1[O:11][C:10]2[C:3](=[C:4]([CH:7]=[CH:8][CH:9]=2)[CH:5]=[O:6])[O:2]1.O[CH2:13][CH2:14][C:15]1[C:23]2[C:18](=[CH:19][CH:20]=[CH:21][CH:22]=2)[NH:17][CH:16]=1.FC(F)(F)C(O)=O. (5) Given the product [C:6]([C:5]1[C:8]([NH:10][CH2:11][CH2:12][O:13][CH3:14])=[CH:9][C:2]([NH:1][C:20]([N:33]2[C:32]3[C:37](=[CH:38][C:39]([N:40]4[CH2:45][CH2:44][O:43][CH2:42][C:41]4=[O:46])=[C:30]([CH:29]([O:47][CH3:48])[O:28][CH3:27])[N:31]=3)[CH2:36][CH2:35][CH2:34]2)=[O:21])=[N:3][CH:4]=1)#[N:7], predict the reactants needed to synthesize it. The reactants are: [NH2:1][C:2]1[CH:9]=[C:8]([NH:10][CH2:11][CH2:12][O:13][CH3:14])[C:5]([C:6]#[N:7])=[CH:4][N:3]=1.N1([C:20](N2C=NC=N2)=[O:21])C=NC=N1.[CH3:27][O:28][CH:29]([O:47][CH3:48])[C:30]1[C:39]([N:40]2[CH2:45][CH2:44][O:43][CH2:42][C:41]2=[O:46])=[CH:38][C:37]2[CH2:36][CH2:35][CH2:34][NH:33][C:32]=2[N:31]=1. (6) Given the product [OH:1][CH2:2][CH2:3][NH:4][S:5]([C:8]1[CH:13]=[CH:12][C:11]([C:18]2[CH:19]=[CH:20][C:21]([O:24][CH2:25][CH:26]3[CH2:31][CH2:30][N:29]([C:32]4[O:36][N:35]=[C:34]([CH:37]([CH3:39])[CH3:38])[N:33]=4)[CH2:28][CH2:27]3)=[CH:22][CH:23]=2)=[CH:10][CH:9]=1)(=[O:7])=[O:6], predict the reactants needed to synthesize it. The reactants are: [OH:1][CH2:2][CH2:3][NH:4][S:5]([C:8]1[CH:13]=[CH:12][C:11](B(O)O)=[CH:10][CH:9]=1)(=[O:7])=[O:6].Br[C:18]1[CH:23]=[CH:22][C:21]([O:24][CH2:25][CH:26]2[CH2:31][CH2:30][N:29]([C:32]3[O:36][N:35]=[C:34]([CH:37]([CH3:39])[CH3:38])[N:33]=3)[CH2:28][CH2:27]2)=[CH:20][CH:19]=1.C([O-])([O-])=O.[Na+].[Na+].